This data is from NCI-60 drug combinations with 297,098 pairs across 59 cell lines. The task is: Regression. Given two drug SMILES strings and cell line genomic features, predict the synergy score measuring deviation from expected non-interaction effect. (1) Drug 1: C1CCC(CC1)NC(=O)N(CCCl)N=O. Drug 2: C1CCC(C(C1)N)N.C(=O)(C(=O)[O-])[O-].[Pt+4]. Cell line: COLO 205. Synergy scores: CSS=34.5, Synergy_ZIP=-6.79, Synergy_Bliss=3.96, Synergy_Loewe=-7.82, Synergy_HSA=6.10. (2) Drug 1: CC1=C(C(=CC=C1)Cl)NC(=O)C2=CN=C(S2)NC3=CC(=NC(=N3)C)N4CCN(CC4)CCO. Drug 2: CC(C)(C#N)C1=CC(=CC(=C1)CN2C=NC=N2)C(C)(C)C#N. Cell line: SW-620. Synergy scores: CSS=6.79, Synergy_ZIP=-1.12, Synergy_Bliss=0.419, Synergy_Loewe=-0.847, Synergy_HSA=0.718. (3) Drug 2: CC1=C(C=C(C=C1)NC2=NC=CC(=N2)N(C)C3=CC4=NN(C(=C4C=C3)C)C)S(=O)(=O)N.Cl. Synergy scores: CSS=5.69, Synergy_ZIP=0.289, Synergy_Bliss=4.29, Synergy_Loewe=1.89, Synergy_HSA=2.18. Drug 1: C1CCC(C1)C(CC#N)N2C=C(C=N2)C3=C4C=CNC4=NC=N3. Cell line: CCRF-CEM. (4) Drug 1: C1=CC(=CC=C1CCCC(=O)O)N(CCCl)CCCl. Drug 2: CC1=C(C(=CC=C1)Cl)NC(=O)C2=CN=C(S2)NC3=CC(=NC(=N3)C)N4CCN(CC4)CCO. Cell line: 786-0. Synergy scores: CSS=57.6, Synergy_ZIP=2.46, Synergy_Bliss=6.04, Synergy_Loewe=3.08, Synergy_HSA=5.91.